Dataset: Full USPTO retrosynthesis dataset with 1.9M reactions from patents (1976-2016). Task: Predict the reactants needed to synthesize the given product. (1) The reactants are: [CH3:1][C:2]1[CH2:3][C@@H:4]2[C@H:7]([CH:8]=1)[C:6](=[CH:9][C:10]([O:12][C:13]([CH3:16])([CH3:15])[CH3:14])=[O:11])[CH2:5]2.N12CCCN=C1CCCCC2.P([O-])(O)(O)=O.[K+].[N+:34]([CH3:37])([O-:36])=[O:35]. Given the product [CH3:1][C:2]1[CH2:3][C@@H:4]2[C@H:7]([CH:8]=1)[C@@:6]([CH2:9][C:10]([O:12][C:13]([CH3:16])([CH3:15])[CH3:14])=[O:11])([CH2:37][N+:34]([O-:36])=[O:35])[CH2:5]2, predict the reactants needed to synthesize it. (2) Given the product [NH2:22][C:20]1[C:21]2[C:13]([C:12]#[C:11][C:5]3[CH:4]=[C:3]([O:2][CH3:1])[CH:8]=[C:7]([O:9][CH3:10])[CH:6]=3)=[CH:14][N:15]([C@H:23]3[CH2:27][CH2:26][N:25]([C:32](=[O:33])[C:31]#[C:30][C:29]([OH:28])([CH3:36])[CH3:35])[CH2:24]3)[C:16]=2[N:17]=[CH:18][N:19]=1, predict the reactants needed to synthesize it. The reactants are: [CH3:1][O:2][C:3]1[CH:4]=[C:5]([C:11]#[C:12][C:13]2[C:21]3[C:20]([NH2:22])=[N:19][CH:18]=[N:17][C:16]=3[N:15]([C@H:23]3[CH2:27][CH2:26][NH:25][CH2:24]3)[CH:14]=2)[CH:6]=[C:7]([O:9][CH3:10])[CH:8]=1.[OH:28][C:29]([CH3:36])([CH3:35])[C:30]#[C:31][C:32](O)=[O:33]. (3) Given the product [CH:17]([C:14]1[CH:13]=[CH:12][C:11]([CH:7]2[C:6]3[C:5]([CH3:20])=[C:4]([NH:21][CH:22]=[O:23])[C:3]([CH3:24])=[C:2]([C:25]4[CH:30]=[CH:29][CH:28]=[CH:27][CH:26]=4)[C:10]=3[O:9][CH2:8]2)=[CH:16][CH:15]=1)([CH3:19])[CH3:18], predict the reactants needed to synthesize it. The reactants are: Br[C:2]1[C:10]2[O:9][CH2:8][CH:7]([C:11]3[CH:16]=[CH:15][C:14]([CH:17]([CH3:19])[CH3:18])=[CH:13][CH:12]=3)[C:6]=2[C:5]([CH3:20])=[C:4]([NH:21][CH:22]=[O:23])[C:3]=1[CH3:24].[C:25]1(B(O)O)[CH:30]=[CH:29][CH:28]=[CH:27][CH:26]=1.COCCOC. (4) Given the product [F:20][C:17]1[CH:18]=[CH:19][C:14]([CH2:13][C:12]([NH:11][C:3]2[C:2]([C:28]3[CH:27]=[CH:26][C:25]([O:24][C:23]([F:22])([F:34])[F:35])=[CH:30][CH:29]=3)=[C:6]3[N:7]=[CH:8][CH:9]=[CH:10][N:5]3[N:4]=2)=[O:21])=[CH:15][CH:16]=1, predict the reactants needed to synthesize it. The reactants are: Br[C:2]1[C:3]([NH:11][C:12](=[O:21])[CH2:13][C:14]2[CH:19]=[CH:18][C:17]([F:20])=[CH:16][CH:15]=2)=[N:4][N:5]2[CH:10]=[CH:9][CH:8]=[N:7][C:6]=12.[F:22][C:23]([F:35])([F:34])[O:24][C:25]1[CH:30]=[CH:29][C:28](B(O)O)=[CH:27][CH:26]=1. (5) Given the product [C:1]1([C:33]2[CH:34]=[CH:35][CH:36]=[CH:37][CH:38]=2)[CH:2]=[CH:3][C:4]([CH2:7][O:8][C:9]2[CH:10]=[CH:11][C:12]([CH2:15][CH2:16][CH2:17][O:18][C:19]3[CH:27]=[CH:26][C:25]([C:28]([O:30][CH2:31][CH3:32])=[O:29])=[CH:24][C:20]=3[C:21]([NH:40][C@H:41]3[CH2:45][CH2:44][C@@H:43]([C:46]([O:48][CH3:49])=[O:47])[CH2:42]3)=[O:22])=[CH:13][CH:14]=2)=[CH:5][CH:6]=1, predict the reactants needed to synthesize it. The reactants are: [C:1]1([C:33]2[CH:38]=[CH:37][CH:36]=[CH:35][CH:34]=2)[CH:6]=[CH:5][C:4]([CH2:7][O:8][C:9]2[CH:14]=[CH:13][C:12]([CH2:15][CH2:16][CH2:17][O:18][C:19]3[CH:27]=[CH:26][C:25]([C:28]([O:30][CH2:31][CH3:32])=[O:29])=[CH:24][C:20]=3[C:21](O)=[O:22])=[CH:11][CH:10]=2)=[CH:3][CH:2]=1.Cl.[NH2:40][C@H:41]1[CH2:45][CH2:44][C@@H:43]([C:46]([O:48][CH3:49])=[O:47])[CH2:42]1. (6) The reactants are: C(OC([N:8]1[CH2:17][CH2:16][C:15]2[C@:10]([CH2:28][O:29][CH3:30])([CH2:11][C:12]3[CH:20]=[N:19][N:18]([C:21]4[CH:26]=[CH:25][C:24]([F:27])=[CH:23][CH:22]=4)[C:13]=3[CH:14]=2)[CH2:9]1)=O)(C)(C)C.[Cl:31][C:32]1[N:37]=[CH:36][C:35]([S:38](Cl)(=[O:40])=[O:39])=[CH:34][CH:33]=1. Given the product [Cl:31][C:32]1[N:37]=[CH:36][C:35]([S:38]([N:8]2[CH2:17][CH2:16][C:15]3[C@:10]([CH2:28][O:29][CH3:30])([CH2:11][C:12]4[CH:20]=[N:19][N:18]([C:21]5[CH:22]=[CH:23][C:24]([F:27])=[CH:25][CH:26]=5)[C:13]=4[CH:14]=3)[CH2:9]2)(=[O:40])=[O:39])=[CH:34][CH:33]=1, predict the reactants needed to synthesize it.